Dataset: Peptide-MHC class I binding affinity with 185,985 pairs from IEDB/IMGT. Task: Regression. Given a peptide amino acid sequence and an MHC pseudo amino acid sequence, predict their binding affinity value. This is MHC class I binding data. (1) The peptide sequence is LLSSNLSWL. The MHC is Patr-A0701 with pseudo-sequence Patr-A0701. The binding affinity (normalized) is 0.128. (2) The peptide sequence is FAAPFTQCGY. The MHC is Patr-A0301 with pseudo-sequence Patr-A0301. The binding affinity (normalized) is 0.423. (3) The peptide sequence is RRDNRRGLRMA. The MHC is Mamu-B08 with pseudo-sequence Mamu-B08. The binding affinity (normalized) is 0.236. (4) The MHC is HLA-B44:03 with pseudo-sequence HLA-B44:03. The peptide sequence is GERQNATEI. The binding affinity (normalized) is 0.188. (5) The peptide sequence is YARRYFYPL. The binding affinity (normalized) is 0.936. The MHC is HLA-B08:01 with pseudo-sequence HLA-B08:01. (6) The MHC is HLA-A30:02 with pseudo-sequence HLA-A30:02. The binding affinity (normalized) is 0. The peptide sequence is PYPDPSRIL. (7) The peptide sequence is CCFHCQVC. The MHC is HLA-A26:01 with pseudo-sequence HLA-A26:01. The binding affinity (normalized) is 0. (8) The peptide sequence is SSLPFQNI. The MHC is H-2-Db with pseudo-sequence H-2-Db. The binding affinity (normalized) is 0.630.